Dataset: Catalyst prediction with 721,799 reactions and 888 catalyst types from USPTO. Task: Predict which catalyst facilitates the given reaction. (1) Reactant: [CH:1]([C@H:14]1[N:19]2[CH2:20][CH2:21][N:22]([C:24](=[O:30])[CH2:25][C:26]([O:28]C)=[O:27])[CH2:23][C@H:18]2[CH2:17][N:16]([CH2:31][C:32]2[CH:37]=[C:36]([N:38]3[C:42]([C:43]([F:46])([F:45])[F:44])=[N:41][N:40]=[N:39]3)[CH:35]=[CH:34][C:33]=2[O:47][CH3:48])[CH2:15]1)([C:8]1[CH:13]=[CH:12][CH:11]=[CH:10][CH:9]=1)[C:2]1[CH:7]=[CH:6][CH:5]=[CH:4][CH:3]=1.C(=O)([O-])[O-].[K+].[K+]. Product: [CH:1]([C@H:14]1[N:19]2[CH2:20][CH2:21][N:22]([C:24](=[O:30])[CH2:25][C:26]([OH:28])=[O:27])[CH2:23][C@H:18]2[CH2:17][N:16]([CH2:31][C:32]2[CH:37]=[C:36]([N:38]3[C:42]([C:43]([F:46])([F:44])[F:45])=[N:41][N:40]=[N:39]3)[CH:35]=[CH:34][C:33]=2[O:47][CH3:48])[CH2:15]1)([C:2]1[CH:7]=[CH:6][CH:5]=[CH:4][CH:3]=1)[C:8]1[CH:9]=[CH:10][CH:11]=[CH:12][CH:13]=1. The catalyst class is: 5. (2) Reactant: [N+:1]([C:4]1[CH:9]=[CH:8][C:7]([CH2:10][CH2:11][CH2:12][CH2:13][OH:14])=[CH:6][CH:5]=1)([O-])=O.[H][H]. Product: [NH2:1][C:4]1[CH:5]=[CH:6][C:7]([CH2:10][CH2:11][CH2:12][CH2:13][OH:14])=[CH:8][CH:9]=1. The catalyst class is: 63. (3) The catalyst class is: 21. Product: [Cl:30][C:31]1[N:36]=[C:35]([O:1][C:2]2[CH:29]=[CH:28][CH:27]=[CH:26][C:3]=2[CH2:4][NH:5][C:6]([NH:8][C:9]2[N:13]([C:14]3[CH:15]=[CH:16][C:17]([CH3:20])=[CH:18][CH:19]=3)[N:12]=[C:11]([C:21]3[O:22][CH:23]=[CH:24][CH:25]=3)[CH:10]=2)=[O:7])[CH:34]=[CH:33][N:32]=1. Reactant: [OH:1][C:2]1[CH:29]=[CH:28][CH:27]=[CH:26][C:3]=1[CH2:4][NH:5][C:6]([NH:8][C:9]1[N:13]([C:14]2[CH:19]=[CH:18][C:17]([CH3:20])=[CH:16][CH:15]=2)[N:12]=[C:11]([C:21]2[O:22][CH:23]=[CH:24][CH:25]=2)[CH:10]=1)=[O:7].[Cl:30][C:31]1[N:36]=[C:35](Cl)[CH:34]=[CH:33][N:32]=1.[OH-].[Na+]. (4) Reactant: [CH3:1]C(C)([O-])C.[K+].[Br:7][C:8]1[CH:9]=[C:10]([CH:13]=[C:14]([Br:16])[CH:15]=1)[CH:11]=O. Product: [Br:7][C:8]1[CH:9]=[C:10]([CH:11]=[CH2:1])[CH:13]=[C:14]([Br:16])[CH:15]=1. The catalyst class is: 307. (5) Product: [NH:47]1[CH:51]=[C:50]([CH2:52][CH2:53][NH:54][C:18]([C:9]2[N:10]([C:39]3[CH:38]=[CH:40][CH:68]=[CH:66][CH:65]=3)[N:11]=[C:7]([NH:6][C:4](=[O:5])[C:3]3[CH:21]=[C:22]([C:25]4[C:30]([F:31])=[CH:29][CH:28]=[CH:27][N:26]=4)[CH:23]=[CH:24][C:2]=3[Cl:1])[CH:8]=2)=[O:20])[N:49]=[N:48]1. The catalyst class is: 9. Reactant: [Cl:1][C:2]1[CH:24]=[CH:23][C:22]([C:25]2[C:30]([F:31])=[CH:29][CH:28]=[CH:27][N:26]=2)=[CH:21][C:3]=1[C:4]([NH:6][C:7]1[N:11](C2C=CC=CC=2)[N:10]=[C:9]([C:18]([OH:20])=O)[CH:8]=1)=[O:5].C(N([CH:38]([CH3:40])[CH3:39])CC)(C)C.C[Si](C)(C)CCOC[N:47]1[CH:51]=[C:50]([CH2:52][CH2:53][NH2:54])[N:49]=[N:48]1.C[Si](C)(C)CCOCN1N=[C:66]([CH2:68]CN)[CH:65]=N1.C[Si](C)(C)CCOCN1C(CCN)=CN=N1.CN(C(ON1N=NC2C=CC=NC1=2)=[N+](C)C)C.F[P-](F)(F)(F)(F)F. (6) Reactant: [Cl:1][C:2]1[CH:8]=[C:7]([O:9][C:10]2[C:19]3[C:14](=[CH:15][C:16]([O:22][CH3:23])=[C:17]([O:20][CH3:21])[CH:18]=3)[N:13]=[CH:12][CH:11]=2)[CH:6]=[CH:5][C:3]=1[NH2:4].C(N(CC)CC)C.ClC(Cl)(O[C:35](=[O:41])OC(Cl)(Cl)Cl)Cl.[Br:43][C:44]1[CH:45]=[C:46]([C@H:50]([NH2:52])[CH3:51])[CH:47]=[CH:48][CH:49]=1. Product: [Br:43][C:44]1[CH:45]=[C:46]([C@H:50]([NH:52][C:35]([NH:4][C:3]2[CH:5]=[CH:6][C:7]([O:9][C:10]3[C:19]4[C:14](=[CH:15][C:16]([O:22][CH3:23])=[C:17]([O:20][CH3:21])[CH:18]=4)[N:13]=[CH:12][CH:11]=3)=[CH:8][C:2]=2[Cl:1])=[O:41])[CH3:51])[CH:47]=[CH:48][CH:49]=1. The catalyst class is: 22. (7) Reactant: [F:1][C:2]1[CH:20]=[CH:19][C:5]([CH2:6][NH:7][C:8]2[CH:9]=[CH:10][C:11]3[N:12]([C:14]([NH2:18])=[C:15]([CH3:17])[N:16]=3)[N:13]=2)=[CH:4][CH:3]=1.N1C=CC=CC=1.[C:27](O[C:27](=[O:30])[CH2:28][CH3:29])(=[O:30])[CH2:28][CH3:29]. Product: [F:1][C:2]1[CH:3]=[CH:4][C:5]([CH2:6][NH:7][C:8]2[CH:9]=[CH:10][C:11]3[N:12]([C:14]([NH:18][C:27](=[O:30])[CH2:28][CH3:29])=[C:15]([CH3:17])[N:16]=3)[N:13]=2)=[CH:19][CH:20]=1. The catalyst class is: 4.